Dataset: Catalyst prediction with 721,799 reactions and 888 catalyst types from USPTO. Task: Predict which catalyst facilitates the given reaction. (1) Reactant: [CH3:1][O:2][C:3]1[CH:8]=[CH:7][C:6]([CH2:9][CH2:10][C@@:11]2([CH3:26])[C:14](=[O:15])[NH:13][C@@H:12]2[C:16]([O:18][CH2:19][C:20]2[CH:25]=[CH:24][CH:23]=[CH:22][CH:21]=2)=[O:17])=[CH:5][CH:4]=1.C(N(CC)CC)C.[N:34]([C@@H:37]([C:39]1[CH:44]=[CH:43][CH:42]=[CH:41][CH:40]=1)[CH3:38])=[C:35]=[O:36]. Product: [CH3:1][O:2][C:3]1[CH:8]=[CH:7][C:6]([CH2:9][CH2:10][C@@:11]2([CH3:26])[C:14](=[O:15])[N:13]([C:35](=[O:36])[NH:34][C@@H:37]([C:39]3[CH:44]=[CH:43][CH:42]=[CH:41][CH:40]=3)[CH3:38])[C@@H:12]2[C:16]([O:18][CH2:19][C:20]2[CH:21]=[CH:22][CH:23]=[CH:24][CH:25]=2)=[O:17])=[CH:5][CH:4]=1. The catalyst class is: 2. (2) Reactant: [CH2:1]([O:8][C:9]1[CH:14]=[C:13]([I:15])[CH:12]=[CH:11][C:10]=1[NH2:16])[C:2]1[CH:7]=[CH:6][CH:5]=[CH:4][CH:3]=1.[C:17]([O:21][C:22](=[O:25])[CH2:23]Br)([CH3:20])([CH3:19])[CH3:18].C([O-])([O-])=O.[K+].[K+].Cl. Product: [C:17]([O:21][C:22](=[O:25])[CH2:23][NH:16][C:10]1[CH:11]=[CH:12][C:13]([I:15])=[CH:14][C:9]=1[O:8][CH2:1][C:2]1[CH:3]=[CH:4][CH:5]=[CH:6][CH:7]=1)([CH3:20])([CH3:19])[CH3:18]. The catalyst class is: 3. (3) Reactant: [N:1]1([C:7]2[C:16]3[C:11](=[CH:12][C:13]([O:17][CH2:18][CH2:19][CH:20]4[CH2:25][CH2:24][CH2:23][CH2:22][NH:21]4)=[CH:14][CH:15]=3)[N:10]=[CH:9][N:8]=2)[CH2:6][CH2:5][NH:4][CH2:3][CH2:2]1.[C:26]([C:28]1[CH:33]=[CH:32][C:31]([N:34]=[C:35]=[O:36])=[CH:30][CH:29]=1)#[N:27]. Product: [C:26]([C:28]1[CH:29]=[CH:30][C:31]([NH:34][C:35]([N:4]2[CH2:3][CH2:2][N:1]([C:7]3[C:16]4[C:11](=[CH:12][C:13]([O:17][CH2:18][CH2:19][CH:20]5[CH2:25][CH2:24][CH2:23][CH2:22][NH:21]5)=[CH:14][CH:15]=4)[N:10]=[CH:9][N:8]=3)[CH2:6][CH2:5]2)=[O:36])=[CH:32][CH:33]=1)#[N:27]. The catalyst class is: 3. (4) Product: [Br:9][C:10]1[S:14][C:13]([N:15]([CH3:1])[C:16](=[O:18])[CH3:17])=[N:12][CH:11]=1. Reactant: [C:1](=O)([O-])[O-].[K+].[K+].CI.[Br:9][C:10]1[S:14][C:13]([NH:15][C:16](=[O:18])[CH3:17])=[N:12][CH:11]=1.O. The catalyst class is: 21. (5) Product: [CH2:1]([O:8][C:9]1[C:10]([Cl:28])=[CH:11][C:12]([C:16]([N:18]2[C:23]3[CH:24]=[CH:25][CH:26]=[CH:27][C:22]=3[S:21](=[O:37])[CH2:20][CH2:19]2)=[O:17])=[CH:13][C:14]=1[Cl:15])[C:2]1[CH:3]=[CH:4][CH:5]=[CH:6][CH:7]=1. Reactant: [CH2:1]([O:8][C:9]1[C:14]([Cl:15])=[CH:13][C:12]([C:16]([N:18]2[C:23]3[CH:24]=[CH:25][CH:26]=[CH:27][C:22]=3[S:21][CH2:20][CH2:19]2)=[O:17])=[CH:11][C:10]=1[Cl:28])[C:2]1[CH:7]=[CH:6][CH:5]=[CH:4][CH:3]=1.ClC1C=CC=C(C(OO)=[O:37])C=1.C(=O)([O-])O.[Na+]. The catalyst class is: 22. (6) Reactant: [CH2:1]([O:8][C:9]([N:11]1[CH2:16][C@H:15]([CH3:17])[C@@H:14]([O:18]C(C)(C)C(C)(C)C)[C@H:13]([NH:26][C:27]([O:29][C:30]([CH3:33])([CH3:32])[CH3:31])=[O:28])[CH2:12]1)=[O:10])[C:2]1[CH:7]=[CH:6][CH:5]=[CH:4][CH:3]=1.[F-].C([N+](CCCC)(CCCC)CCCC)CCC. Product: [CH2:1]([O:8][C:9]([N:11]1[CH2:16][C@H:15]([CH3:17])[C@@H:14]([OH:18])[C@H:13]([NH:26][C:27]([O:29][C:30]([CH3:31])([CH3:33])[CH3:32])=[O:28])[CH2:12]1)=[O:10])[C:2]1[CH:3]=[CH:4][CH:5]=[CH:6][CH:7]=1. The catalyst class is: 49.